Binary Classification. Given a miRNA mature sequence and a target amino acid sequence, predict their likelihood of interaction. From a dataset of Experimentally validated miRNA-target interactions with 360,000+ pairs, plus equal number of negative samples. (1) The miRNA is cel-miR-795-5p with sequence UGAGGUAGAUUGAUCAGCGAGCUU. The protein sequence of the target gene is MFQRLNKMFVGEVTTSSSQEPEFSEKEDDEWILVDFIDTCPGFSAEEEEEDEDIGEESSAEHTSVFSCLPASLECLTDTSDSCFLQFESCPMEESWFITPPPCFTAGGLTTIKVETSPMENLLIEHPSMSVYAVHNSCPGLSEASCGNDEYNSSGPRMEAQSEMGKHIHCCVAALAAQATFLEQPKSFRPSQWIKGHSERQSLNRNGLRRQNLTRDCHTRQMKHSGWVVHQPCPRQYNY. Result: 0 (no interaction). (2) The miRNA is mmu-miR-26a-5p with sequence UUCAAGUAAUCCAGGAUAGGCU. The protein sequence of the target gene is MYTLLSGLYKYMFQKDEYCILILGLDNAGKTTFLEQSKTRFNKNYKGMSLSKITTTVGLNIGTVDVGKARLMFWDLGGQEELQSLWDKYYAECHGVIYVIDSTDEERLSESKEAFEKVVSSEALDGVPILVLANKQDVETCLSIPDIKTAFSDCTCKIGRRDCLTQACSALTGKGVREGIEWMVKCVVRNVHRPPRQRDIT. Result: 1 (interaction).